The task is: Predict the reactants needed to synthesize the given product.. This data is from Full USPTO retrosynthesis dataset with 1.9M reactions from patents (1976-2016). (1) Given the product [NH2:16][C:6]1[C:5]([S:9][CH2:10][C:11]([O:13][CH2:14][CH3:15])=[O:12])=[CH:4][N:3]=[C:2]([Cl:1])[N:7]=1, predict the reactants needed to synthesize it. The reactants are: [Cl:1][C:2]1[N:7]=[C:6](Cl)[C:5]([S:9][CH2:10][C:11]([O:13][CH2:14][CH3:15])=[O:12])=[CH:4][N:3]=1.[NH3:16].C(O)(C)C. (2) The reactants are: [F:1][C:2]1[CH:9]=[C:8]([OH:10])[CH:7]=[C:6]([F:11])[C:3]=1[CH:4]=[O:5].BrCC[CH2:15][C:16]([O-:18])=[O:17].CN(C)C=O.[C:24](#N)[CH3:25]. Given the product [F:1][C:2]1[CH:9]=[C:8]([CH:7]=[C:6]([F:11])[C:3]=1[CH:4]=[O:5])[O:10][CH2:24][CH2:25][O:18][C:16](=[O:17])[CH3:15], predict the reactants needed to synthesize it. (3) Given the product [C:1]1([CH2:7][O:8][NH:9][CH:10]2[C:19]3[C:14](=[CH:15][CH:16]=[CH:17][CH:18]=3)[NH:13][N:12]([C:20]([O:22][C:23]([CH3:26])([CH3:25])[CH3:24])=[O:21])[CH2:11]2)[CH:2]=[CH:3][CH:4]=[CH:5][CH:6]=1, predict the reactants needed to synthesize it. The reactants are: [C:1]1([CH2:7][O:8][N:9]=[C:10]2[C:19]3[C:14](=[CH:15][CH:16]=[CH:17][CH:18]=3)[NH:13][N:12]([C:20]([O:22][C:23]([CH3:26])([CH3:25])[CH3:24])=[O:21])[CH2:11]2)[CH:6]=[CH:5][CH:4]=[CH:3][CH:2]=1.C([BH3-])#N.[Na+].B(F)(F)F.CCOCC. (4) Given the product [ClH:16].[CH2:32]([CH:27]1[N:26]2[C:17](=[N:18][C:19]3[C:24]([C:25]2=[O:36])=[CH:23][CH:22]=[CH:21][CH:20]=3)[N:13]([CH2:12][C:11]2[CH:14]=[CH:15][C:8]([N:5]3[CH2:6][CH2:7][N:2]([CH3:1])[CH2:3][CH2:4]3)=[CH:9][CH:10]=2)[C:28]1=[O:29])[CH:33]([CH3:35])[CH3:34], predict the reactants needed to synthesize it. The reactants are: [CH3:1][N:2]1[CH2:7][CH2:6][N:5]([C:8]2[CH:15]=[CH:14][C:11]([CH2:12][NH2:13])=[CH:10][CH:9]=2)[CH2:4][CH2:3]1.[Cl:16][C:17]1[N:26]([CH:27]([CH2:32][CH:33]([CH3:35])[CH3:34])[C:28](OC)=[O:29])[C:25](=[O:36])[C:24]2[C:19](=[CH:20][CH:21]=[CH:22][CH:23]=2)[N:18]=1. (5) Given the product [CH2:23]([O:30][N:31]=[C:6]([C:4]1[N:3]=[CH:2][O:1][CH:5]=1)[CH:8]1[CH2:9][N:10]([C@H:13]([C:15]2[CH:20]=[CH:19][CH:18]=[CH:17][CH:16]=2)[CH3:14])[C:11](=[O:32])[CH2:12]1)[C:24]1[CH:29]=[CH:28][CH:27]=[CH:26][CH:25]=1, predict the reactants needed to synthesize it. The reactants are: [O:1]1[CH:5]=[C:4]([C:6]([CH:8]2[CH2:12][CH2:11][N:10]([C@H:13]([C:15]3[CH:20]=[CH:19][CH:18]=[CH:17][CH:16]=3)[CH3:14])[C:9]2=O)=O)[N:3]=[CH:2]1.Cl.[CH2:23]([O:30][NH2:31])[C:24]1[CH:29]=[CH:28][CH:27]=[CH:26][CH:25]=1.[OH2:32].